Dataset: Catalyst prediction with 721,799 reactions and 888 catalyst types from USPTO. Task: Predict which catalyst facilitates the given reaction. (1) Reactant: [CH3:1][C:2]1([CH3:18])[C:6]([CH3:8])([CH3:7])[O:5][B:4]([C:9]2[CH:17]=[CH:16][C:12]([C:13]([NH2:15])=[O:14])=[CH:11][CH:10]=2)[O:3]1.Br[C:20]1[CH:25]=[C:24]([CH:26]([F:28])[F:27])[CH:23]=[CH:22][N:21]=1.CC(C1C=C(C(C)C)C(C2C=CC=CC=2P(C2CCCCC2)C2CCCCC2)=C(C(C)C)C=1)C.C([O-])([O-])=O.[Cs+].[Cs+]. The catalyst class is: 62. Product: [F:27][CH:26]([F:28])[C:24]1[CH:23]=[CH:22][N:21]=[C:20]([NH:15][C:13](=[O:14])[C:12]2[CH:16]=[CH:17][C:9]([B:4]3[O:3][C:2]([CH3:18])([CH3:1])[C:6]([CH3:7])([CH3:8])[O:5]3)=[CH:10][CH:11]=2)[CH:25]=1. (2) Reactant: [F:1][C:2]1[CH:33]=[CH:32][C:5]([CH2:6][N:7]2[C:15]3[CH:14]=[CH:13][CH:12]=[CH:11][C:10]=3[C:9]3[CH2:16][CH:17]4[C:22](=[O:23])[N:21]([CH2:24][CH2:25][CH2:26][C:27]([O:29]C)=[O:28])[C:20](=[O:31])[N:18]4[CH2:19][C:8]2=3)=[CH:4][CH:3]=1.O[Li].O. Product: [F:1][C:2]1[CH:33]=[CH:32][C:5]([CH2:6][N:7]2[C:15]3[CH:14]=[CH:13][CH:12]=[CH:11][C:10]=3[C:9]3[CH2:16][CH:17]4[C:22](=[O:23])[N:21]([CH2:24][CH2:25][CH2:26][C:27]([OH:29])=[O:28])[C:20](=[O:31])[N:18]4[CH2:19][C:8]2=3)=[CH:4][CH:3]=1. The catalyst class is: 87.